This data is from Forward reaction prediction with 1.9M reactions from USPTO patents (1976-2016). The task is: Predict the product of the given reaction. (1) The product is: [CH:5]1[C:6]([N+:7]([O-:9])=[O:8])=[CH:1][CH:2]=[C:3]([OH:10])[CH:4]=1. Given the reactants [CH:1]1[C:6]([N+:7]([O-:9])=[O:8])=[CH:5][CH:4]=[C:3]([O:10][C@@H]2O[C@H](C(O)=O)[C@@H](O)[C@H](O)[C@H]2O)[CH:2]=1.C1O[C@@H](OC2C=CC([N+]([O-])=O)=CC=2)[C@H](O)[C@@H](O)[C@@H]1O, predict the reaction product. (2) Given the reactants [OH:1][C:2]1([CH2:7][S:8]([N:11]2[CH2:32][CH2:31][C:14]3([C:18](=[O:19])[N:17]([C:20]4[CH:25]=[CH:24][C:23]([O:26][C:27]([F:30])([F:29])[F:28])=[CH:22][CH:21]=4)[CH2:16][CH2:15]3)[CH2:13][CH2:12]2)(=[O:10])=[O:9])[CH2:6][CH2:5][CH2:4][CH2:3]1.[CH3:33]I, predict the reaction product. The product is: [CH3:33][O:1][C:2]1([CH2:7][S:8]([N:11]2[CH2:12][CH2:13][C:14]3([C:18](=[O:19])[N:17]([C:20]4[CH:21]=[CH:22][C:23]([O:26][C:27]([F:28])([F:29])[F:30])=[CH:24][CH:25]=4)[CH2:16][CH2:15]3)[CH2:31][CH2:32]2)(=[O:10])=[O:9])[CH2:3][CH2:4][CH2:5][CH2:6]1. (3) Given the reactants C([O:3][P:4]([O:8][CH2:9][CH3:10])[O:5][CH2:6][CH3:7])C.[Cl:11][C:12]1[CH:13]=[C:14]([CH:17]=[CH:18][C:19]=1[Cl:20])[CH2:15]Br.P([O-])([O-])[O-], predict the reaction product. The product is: [CH2:9]([O:8][P:4]([CH2:15][C:14]1[CH:17]=[CH:18][C:19]([Cl:20])=[C:12]([Cl:11])[CH:13]=1)(=[O:3])[O:5][CH2:6][CH3:7])[CH3:10]. (4) The product is: [C:21]([C:6]1[N:1]=[C:2]([CH2:7][NH:8][C:9](=[O:15])[O:10][C:11]([CH3:14])([CH3:13])[CH3:12])[CH:3]=[CH:4][CH:5]=1)#[N:22]. Given the reactants [N:1]1[CH:6]=[CH:5][CH:4]=[CH:3][C:2]=1[CH2:7][NH+:8]([O-])[C:9](=[O:15])[O:10][C:11]([CH3:14])([CH3:13])[CH3:12].C[Si]([C:21]#[N:22])(C)C.CN(C)C(Cl)=O, predict the reaction product.